From a dataset of Full USPTO retrosynthesis dataset with 1.9M reactions from patents (1976-2016). Predict the reactants needed to synthesize the given product. (1) Given the product [OH:20][CH2:19][CH2:18][C:11]1[C:10](=[O:22])[N:9]([C:6]2[CH:7]=[CH:8][C:3]([C:1]#[N:2])=[CH:4][CH:5]=2)[CH:17]2[C:12]=1[CH2:13][CH2:14][CH2:15][CH2:16]2, predict the reactants needed to synthesize it. The reactants are: [C:1]([C:3]1[CH:8]=[CH:7][C:6]([N:9]2[CH:17]3[C:12]([CH2:13][CH2:14][CH2:15][CH2:16]3)=[C:11]([CH2:18][C:19](O)=[O:20])[C:10]2=[O:22])=[CH:5][CH:4]=1)#[N:2].N#N. (2) The reactants are: NC1C=C(C=CC=1)OC1C=CC(C2N=C(C3CCC3)N3C=CN=C(N)C=23)=CC=1.[NH2:29][C:30]1[C:31]2[N:32]([C:36]([CH:56]3[CH2:59][CH2:58][CH2:57]3)=[N:37][C:38]=2[C:39]2[CH:44]=[CH:43][C:42]([C:45]([C:47]3[CH:52]=[CH:51][CH:50]=[CH:49][CH:48]=3)=[O:46])=[C:41]([N+:53]([O-])=O)[CH:40]=2)[CH:33]=[CH:34][N:35]=1. Given the product [NH2:53][C:41]1[CH:40]=[C:39]([C:38]2[N:37]=[C:36]([CH:56]3[CH2:57][CH2:58][CH2:59]3)[N:32]3[CH:33]=[CH:34][N:35]=[C:30]([NH2:29])[C:31]=23)[CH:44]=[CH:43][C:42]=1[C:45]([C:47]1[CH:48]=[CH:49][CH:50]=[CH:51][CH:52]=1)=[O:46], predict the reactants needed to synthesize it. (3) Given the product [Br:1][C:2]1[CH:3]=[CH:4][C:5]([O:32][CH:33]2[CH2:38][CH2:37][NH:36][CH2:35][CH2:34]2)=[C:6]([CH:8]2[CH2:13][C:12](=[O:14])[NH:11][CH:10]([C:15]3[CH:16]=[C:17]([F:21])[CH:18]=[CH:19][CH:20]=3)[C:9]32[C:29]2[C:24](=[CH:25][C:26]([Cl:30])=[CH:27][CH:28]=2)[NH:23][C:22]3=[O:31])[CH:7]=1, predict the reactants needed to synthesize it. The reactants are: [Br:1][C:2]1[CH:3]=[CH:4][C:5]([O:32][CH:33]2[CH2:38][CH2:37][N:36](C(OC(C)(C)C)=O)[CH2:35][CH2:34]2)=[C:6]([CH:8]2[CH2:13][C:12](=[O:14])[NH:11][CH:10]([C:15]3[CH:20]=[CH:19][CH:18]=[C:17]([F:21])[CH:16]=3)[C:9]32[C:29]2[C:24](=[CH:25][C:26]([Cl:30])=[CH:27][CH:28]=2)[NH:23][C:22]3=[O:31])[CH:7]=1. (4) Given the product [CH3:1][O:2][C:3]1[CH:15]=[C:14]([O:16][CH2:17][CH2:18][C:19]2[CH:24]=[CH:23][CH:22]=[C:21]([NH:25][CH3:26])[N:20]=2)[CH:13]=[CH:12][C:4]=1[CH2:5][NH:6][CH2:7][C:8]([OH:10])=[O:9], predict the reactants needed to synthesize it. The reactants are: [CH3:1][O:2][C:3]1[CH:15]=[C:14]([O:16][CH2:17][CH2:18][C:19]2[CH:24]=[CH:23][CH:22]=[C:21]([NH:25][CH3:26])[N:20]=2)[CH:13]=[CH:12][C:4]=1[CH2:5][NH:6][CH2:7][C:8]([O:10]C)=[O:9].[OH-].[Na+].O.CC#N.O. (5) Given the product [C:1]([O:5][C:6]([N:8]1[CH2:12][CH:11]([C:33]#[N:34])[CH2:10][CH:9]1[C:13]([O:15][CH2:16][C:17]([C:19]1[CH:28]=[CH:27][C:26]2[C:21](=[CH:22][CH:23]=[C:24]([Br:29])[CH:25]=2)[CH:20]=1)=[O:18])=[O:14])=[O:7])([CH3:4])([CH3:2])[CH3:3], predict the reactants needed to synthesize it. The reactants are: [C:1]([O:5][C:6]([N:8]1[CH2:12][CH2:11][CH2:10][CH:9]1[C:13]([O:15][CH2:16][C:17]([C:19]1[CH:28]=[CH:27][C:26]2[C:21](=[CH:22][CH:23]=[C:24]([Br:29])[CH:25]=2)[CH:20]=1)=[O:18])=[O:14])=[O:7])([CH3:4])([CH3:3])[CH3:2].COC(=O)[C@@H:33]1C[C@H](C#N)C[N:34]1C(OC(C)(C)C)=O. (6) Given the product [Cl:22][C:5]1[C:6]([NH:8][C@@H:9]2[CH2:14][CH2:13][CH2:12][CH2:11][C@H:10]2[NH:15][C:16](=[O:21])[C:17]([F:20])([F:19])[F:18])=[N:7][C:2]([NH:36][C:33]2[CH:34]=[CH:35][C:28]3[CH2:27][CH2:26][N:25]([CH2:23][CH3:24])[CH2:31][CH2:30][C:29]=3[CH:32]=2)=[N:3][CH:4]=1, predict the reactants needed to synthesize it. The reactants are: Cl[C:2]1[N:7]=[C:6]([NH:8][C@@H:9]2[CH2:14][CH2:13][CH2:12][CH2:11][C@H:10]2[NH:15][C:16](=[O:21])[C:17]([F:20])([F:19])[F:18])[C:5]([Cl:22])=[CH:4][N:3]=1.[CH2:23]([N:25]1[CH2:31][CH2:30][C:29]2[CH:32]=[C:33]([NH2:36])[CH:34]=[CH:35][C:28]=2[CH2:27][CH2:26]1)[CH3:24].Cl.C(=O)([O-])[O-]. (7) Given the product [Cl:19][C:5]1[C:6]([NH:8][C:9]2[CH:18]=[CH:17][CH:16]=[CH:15][C:10]=2[C:11]([NH:13][CH3:14])=[O:12])=[N:7][C:2]([NH:20][C:21]2[CH:36]=[CH:35][C:24]3[N:25]([CH2:33][CH3:34])[C:26](=[O:32])[CH2:27][CH2:28][C:29]([CH3:30])([CH3:31])[C:23]=3[CH:22]=2)=[N:3][CH:4]=1, predict the reactants needed to synthesize it. The reactants are: Cl[C:2]1[N:7]=[C:6]([NH:8][C:9]2[CH:18]=[CH:17][CH:16]=[CH:15][C:10]=2[C:11]([NH:13][CH3:14])=[O:12])[C:5]([Cl:19])=[CH:4][N:3]=1.[NH2:20][C:21]1[CH:36]=[CH:35][C:24]2[N:25]([CH2:33][CH3:34])[C:26](=[O:32])[CH2:27][CH2:28][C:29]([CH3:31])([CH3:30])[C:23]=2[CH:22]=1.Cl.